From a dataset of Full USPTO retrosynthesis dataset with 1.9M reactions from patents (1976-2016). Predict the reactants needed to synthesize the given product. (1) Given the product [NH2:22][C:8]1[N:7]=[C:6]([NH:5][CH2:1][CH2:2][CH2:3][CH3:4])[N:14]=[C:13]2[C:9]=1[NH:10][C:11](=[O:20])[N:12]2[CH2:15][CH2:16][CH2:17][CH2:18][N:29]1[CH2:30][CH2:31][N:26]([CH2:23][CH2:24][CH3:25])[CH2:27][CH2:28]1, predict the reactants needed to synthesize it. The reactants are: [CH2:1]([NH:5][C:6]1[N:14]=[C:13]2[C:9]([N:10]=[C:11]([O:20]C)[N:12]2[CH2:15][CH2:16][CH2:17][CH2:18]Cl)=[C:8]([NH2:22])[N:7]=1)[CH2:2][CH2:3][CH3:4].[CH2:23]([N:26]1[CH2:31][CH2:30][NH:29][CH2:28][CH2:27]1)[CH2:24][CH3:25]. (2) The reactants are: [CH2:1]1[NH:13][CH2:12][C:11]2[NH:10][C:9]3[CH:8]=[CH:7][CH:6]=[C:5]4[C:14](=[O:17])[NH:15][N:16]=[C:2]1[C:3]=2[C:4]=34.[C:18]([O:22][C:23]([NH:25][C@@H:26]([CH2:30][C:31]1[CH:36]=[CH:35][CH:34]=[CH:33][CH:32]=1)[C:27](O)=[O:28])=[O:24])([CH3:21])([CH3:20])[CH3:19].NC(C)(C)C(N1CC2NC3C=CC=C4C(=O)NN=C(C=2C=34)C1)=O. Given the product [C:18]([O:22][C:23](=[O:24])[NH:25][C@@H:26]([CH2:30][C:31]1[CH:36]=[CH:35][CH:34]=[CH:33][CH:32]=1)[C:27](=[O:28])[N:13]1[CH2:12][C:11]2[NH:10][C:9]3[CH:8]=[CH:7][CH:6]=[C:5]4[C:14](=[O:17])[NH:15][N:16]=[C:2]([C:3]=2[C:4]=34)[CH2:1]1)([CH3:21])([CH3:19])[CH3:20], predict the reactants needed to synthesize it. (3) The reactants are: [Br:1][C:2]1[CH:7]=[CH:6][C:5]([CH:8]([C:10]2[CH:15]=[CH:14][CH:13]=[CH:12][CH:11]=2)[OH:9])=[CH:4][CH:3]=1.[H-].[Na+].[Cl:18][C:19]([Cl:23])([Cl:22])[C:20]#[N:21]. Given the product [Cl:18][C:19]([Cl:23])([Cl:22])[C:20](=[NH:21])[O:9][CH:8]([C:5]1[CH:4]=[CH:3][C:2]([Br:1])=[CH:7][CH:6]=1)[C:10]1[CH:11]=[CH:12][CH:13]=[CH:14][CH:15]=1, predict the reactants needed to synthesize it. (4) Given the product [CH2:38]([O:45][C:46](=[O:47])[NH:48][C@H:49]([C:50](=[O:51])[NH:52][C@H:53]([C:54](=[O:55])[NH:8][C@@H:9]([CH2:22][C:23]1[CH:28]=[CH:27][CH:26]=[CH:25][CH:24]=1)[CH:10]([C:11](=[O:12])[NH:13][CH2:14][C:15]1[CH:20]=[CH:19][CH:18]=[CH:17][CH:16]=1)[OH:21])[CH2:57][C:58]1[CH:63]=[CH:62][C:61]([Cl:64])=[CH:60][CH:59]=1)[CH3:65])[C:39]1[CH:44]=[CH:43][CH:42]=[CH:41][CH:40]=1, predict the reactants needed to synthesize it. The reactants are: FC(F)(F)C(O)=O.[NH2:8][CH:9]([CH2:22][C:23]1[CH:28]=[CH:27][CH:26]=[CH:25][CH:24]=1)[C@H:10]([OH:21])[C:11]([NH:13][CH2:14][C:15]1[CH:20]=[CH:19][CH:18]=[CH:17][CH:16]=1)=[O:12].C(N(CC)C(C)C)(C)C.[CH2:38]([O:45][C:46]([NH:48][C@@H:49]([CH3:65])[C:50]([NH:52][C@@H:53]([CH2:57][C:58]1[CH:63]=[CH:62][C:61]([Cl:64])=[CH:60][CH:59]=1)[C:54](O)=[O:55])=[O:51])=[O:47])[C:39]1[CH:44]=[CH:43][CH:42]=[CH:41][CH:40]=1.CN(C(ON1N=NC2C=CC=NC1=2)=[N+](C)C)C.F[P-](F)(F)(F)(F)F. (5) Given the product [CH3:34][N:33]([CH3:35])[CH2:32][CH2:31][NH:30][S:27]([CH2:26][C:22]1[CH:23]=[CH:24][CH:25]=[C:20]([NH:19][C:2]2[N:7]=[C:6]([O:8][C:9]3[CH:10]=[C:11]4[C:15](=[CH:16][CH:17]=3)[NH:14][C:13]([CH3:18])=[CH:12]4)[CH:5]=[CH:4][N:3]=2)[CH:21]=1)(=[O:29])=[O:28], predict the reactants needed to synthesize it. The reactants are: Cl[C:2]1[N:7]=[C:6]([O:8][C:9]2[CH:10]=[C:11]3[C:15](=[CH:16][CH:17]=2)[NH:14][C:13]([CH3:18])=[CH:12]3)[CH:5]=[CH:4][N:3]=1.[NH2:19][C:20]1[CH:21]=[C:22]([CH2:26][S:27]([NH:30][CH2:31][CH2:32][N:33]([CH3:35])[CH3:34])(=[O:29])=[O:28])[CH:23]=[CH:24][CH:25]=1. (6) Given the product [O:12]1[CH2:13][CH2:14][NH:15][C:10]2[CH:9]=[C:8]([C:6]3[N:7]=[C:2]([NH:36][C:35]4[CH:37]=[CH:38][C:39]([O:40][CH3:41])=[C:33]([O:32][CH3:31])[CH:34]=4)[C:3]4[NH:21][N:20]=[CH:19][C:4]=4[N:5]=3)[CH:18]=[CH:17][C:11]1=2, predict the reactants needed to synthesize it. The reactants are: Cl[C:2]1[C:3]2[C:4](=[CH:19][N:20](CC3C=CC(OC)=CC=3)[N:21]=2)[N:5]=[C:6]([C:8]2[CH:18]=[CH:17][C:11]3[O:12][CH2:13][C:14](=O)[NH:15][C:10]=3[CH:9]=2)[N:7]=1.[CH3:31][O:32][C:33]1[CH:34]=[C:35]([CH:37]=[CH:38][C:39]=1[O:40][CH3:41])[NH2:36].Cl. (7) Given the product [CH2:1]([O:8][N:9]1[C:14]([SH:21]2[CH2:22][CH2:23][NH:24][C:20]2=[S:19])=[CH:13][CH2:12][C:11](=[C:42]=[O:43])[C:10]1=[O:18])[C:2]1[CH:3]=[CH:4][CH:5]=[CH:6][CH:7]=1, predict the reactants needed to synthesize it. The reactants are: [CH2:1]([O:8][N:9]1[C:14](C(O)=O)=[CH:13][CH:12]=[CH:11][C:10]1=[O:18])[C:2]1[CH:7]=[CH:6][CH:5]=[CH:4][CH:3]=1.[SH:19][C:20]1[S:21][CH2:22][CH2:23][N:24]=1.C1(N=C=NC2CCCCC2)CCCCC1.C1C[O:43][CH2:42]C1. (8) Given the product [CH2:1]([N:8]1[C:16]([CH2:19][CH3:20])([CH2:17][CH3:18])[C:15]2[C:10](=[CH:11][C:12]([CH2:23][P:29](=[O:30])([O:33][CH2:34][CH3:35])[O:36][CH2:37][CH3:38])=[C:13]([CH2:21][P:29](=[O:30])([O:36][CH2:37][CH3:38])[O:33][CH2:34][CH3:35])[CH:14]=2)[C:9]1([CH2:27][CH3:28])[CH2:25][CH3:26])[C:2]1[CH:7]=[CH:6][CH:5]=[CH:4][CH:3]=1, predict the reactants needed to synthesize it. The reactants are: [CH2:1]([N:8]1[C:16]([CH2:19][CH3:20])([CH2:17][CH3:18])[C:15]2[C:10](=[CH:11][C:12]([CH2:23]Br)=[C:13]([CH2:21]Br)[CH:14]=2)[C:9]1([CH2:27][CH3:28])[CH2:25][CH3:26])[C:2]1[CH:7]=[CH:6][CH:5]=[CH:4][CH:3]=1.[P:29]([O:36][CH2:37][CH3:38])([O:33][CH2:34][CH3:35])[O:30]CC. (9) Given the product [F:16][C:17]1[CH:18]=[N:19][CH:20]=[CH:21][C:22]=1[C@@H:23]1[NH:2][CH:3]([C:6]([OH:8])=[O:7])[CH2:4][S:5]1, predict the reactants needed to synthesize it. The reactants are: Cl.[NH2:2][C@H:3]([C:6]([OH:8])=[O:7])[CH2:4][SH:5].C([O-])(=O)C.[K+].CO.[F:16][C:17]1[CH:18]=[N:19][CH:20]=[CH:21][C:22]=1[CH:23]=O. (10) Given the product [OH:43][CH2:42][C:37]1([NH:36][CH:19]=[C:3]([C:2](=[O:1])[C:9]2[CH:14]=[C:13]([F:15])[C:12]([F:16])=[C:11]([F:17])[C:10]=2[F:18])[C:4]([O:6][CH2:7][CH3:8])=[O:5])[CH2:41][CH2:40][CH2:39][CH2:38]1, predict the reactants needed to synthesize it. The reactants are: [O:1]=[C:2]([C:9]1[CH:14]=[C:13]([F:15])[C:12]([F:16])=[C:11]([F:17])[C:10]=1[F:18])[CH2:3][C:4]([O:6][CH2:7][CH3:8])=[O:5].[C:19](OC(=O)C)(=O)C.C(OCC)(OCC)OCC.[NH2:36][C:37]1([CH2:42][OH:43])[CH2:41][CH2:40][CH2:39][CH2:38]1.